Dataset: Full USPTO retrosynthesis dataset with 1.9M reactions from patents (1976-2016). Task: Predict the reactants needed to synthesize the given product. (1) Given the product [CH2:1]([O:3][C:4]([N:6]1[CH:11]([CH2:12][CH3:13])[CH2:10][CH:9]([NH:14][CH2:15][C:16]2[CH:17]=[C:18]([C:26]([F:27])([F:28])[F:29])[CH:19]=[C:20]([C:22]([F:24])([F:23])[F:25])[CH:21]=2)[C:8]2[C:30]([CH3:34])=[N:31][N:32]([CH3:33])[C:7]1=2)=[O:5])[CH3:2], predict the reactants needed to synthesize it. The reactants are: [CH2:1]([O:3][C:4]([N:6]1[CH:11]([CH2:12][CH3:13])[CH2:10][CH:9]([N:14]=[CH:15][C:16]2[CH:21]=[C:20]([C:22]([F:25])([F:24])[F:23])[CH:19]=[C:18]([C:26]([F:29])([F:28])[F:27])[CH:17]=2)[C:8]2[C:30]([CH3:34])=[N:31][N:32]([CH3:33])[C:7]1=2)=[O:5])[CH3:2].C([BH3-])#N.[Na+].O. (2) Given the product [Cl:1][C:2]1[N:7]=[C:6]([NH:16][C@@H:17]2[CH2:25][C:24]3[C:19](=[CH:20][CH:21]=[CH:22][CH:23]=3)[C@H:18]2[NH:26][C:27](=[O:29])[CH3:28])[C:5]([Cl:9])=[CH:4][N:3]=1, predict the reactants needed to synthesize it. The reactants are: [Cl:1][C:2]1[N:7]=[C:6](Cl)[C:5]([Cl:9])=[CH:4][N:3]=1.C([O-])([O-])=O.[K+].[K+].[NH2:16][C@@H:17]1[CH2:25][C:24]2[C:19](=[CH:20][CH:21]=[CH:22][CH:23]=2)[C@H:18]1[NH:26][C:27](=[O:29])[CH3:28]. (3) Given the product [Br:8][C:6]1[CH:5]=[C:4]([F:9])[C:3]2[O:10][C:14]([C:13]3[CH:17]=[CH:18][C:19]([S:21]([CH3:24])(=[O:22])=[O:23])=[CH:20][C:12]=3[F:11])=[N:1][C:2]=2[CH:7]=1, predict the reactants needed to synthesize it. The reactants are: [NH2:1][C:2]1[CH:7]=[C:6]([Br:8])[CH:5]=[C:4]([F:9])[C:3]=1[OH:10].[F:11][C:12]1[CH:20]=[C:19]([S:21]([CH3:24])(=[O:23])=[O:22])[CH:18]=[CH:17][C:13]=1[C:14](O)=O.[OH-].[Na+].